From a dataset of Rat liver microsome stability data. Regression/Classification. Given a drug SMILES string, predict its absorption, distribution, metabolism, or excretion properties. Task type varies by dataset: regression for continuous measurements (e.g., permeability, clearance, half-life) or binary classification for categorical outcomes (e.g., BBB penetration, CYP inhibition). Dataset: rlm. (1) The molecule is CCc1cccc(C)c1Nc1c(-c2ccc(N(C)C)cc2)nc2ncccn12. The result is 1 (stable in rat liver microsomes). (2) The result is 1 (stable in rat liver microsomes). The molecule is COc1ccccc1N1CCN(C(=O)c2cc(-c3ccc(Cl)cc3)on2)CC1. (3) The compound is CC(C)c1nc(CN(C)C(=O)N[C@H](C(=O)N[C@@H](Cc2ccccc2)C[C@H](O)[C@H](Cc2ccccc2)NC(=O)OCc2cncs2)C(C)C)cs1. The result is 1 (stable in rat liver microsomes). (4) The molecule is Fc1cccc(-n2cnc3c(NCc4nc5c(F)c(F)ccc5[nH]4)nc(N4CCOCC4)nc32)c1. The result is 1 (stable in rat liver microsomes). (5) The result is 0 (unstable in rat liver microsomes). The drug is Cc1ccc(Nc2nc(-c3cc(-c4ccccc4)no3)cs2)nc1.